From a dataset of HIV replication inhibition screening data with 41,000+ compounds from the AIDS Antiviral Screen. Binary Classification. Given a drug SMILES string, predict its activity (active/inactive) in a high-throughput screening assay against a specified biological target. (1) The drug is CC(C)CC1C(OCc2ccccc2)COS(=O)(=O)N1Cc1ccccc1. The result is 0 (inactive). (2) The compound is CC(=O)C1=C(C)NC2C=CC=CN12. The result is 0 (inactive). (3) The compound is O=C1CC(=Cc2ccc(C=C3CC(=O)N(c4cccc(Br)c4)C3=O)cc2)C(=O)N1c1cccc(Br)c1. The result is 0 (inactive). (4) The drug is Cc1nn(C(=O)c2ccc(Cl)cc2)c2c1C(c1ccccc1)SC(=N)N2. The result is 0 (inactive). (5) The drug is Cc1c[n+]2c3c(ccc4c(C)c(C)c(C)[n+](c43)[Cu-3]23[n+]2cc(C)c(C)c4ccc5c(C)c(C)c(C)[n+]3c5c42)c1C.O=C1OC(C(O)C[O-])C(O)=C1O. The result is 0 (inactive). (6) The drug is CCOC1N(C2C=CC(CO)O2)C(=O)NC(=O)C1(C)Br. The result is 0 (inactive). (7) The drug is CC(=O)ON=C(Cl)C(Cl)=NOC(C)=O. The result is 0 (inactive). (8) The drug is c1ccc(N=c2sc3ccccc3nc2Nc2ccccc2)cc1. The result is 0 (inactive). (9) The compound is CCOC(=O)C(C)=C(O)C(=O)OCC.[NaH]. The result is 1 (active). (10) The molecule is Nc1nc(N)c(Br)c(Nc2ccc(Cl)c(Cl)c2)n1. The result is 1 (active).